From a dataset of Forward reaction prediction with 1.9M reactions from USPTO patents (1976-2016). Predict the product of the given reaction. Given the reactants [NH2:1][C:2]1[N:7]=[C:6]([C:8]([F:11])([F:10])[F:9])[CH:5]=[CH:4][N:3]=1.[Br:12]N1C(=O)CCC1=O, predict the reaction product. The product is: [Br:12][C:5]1[C:6]([C:8]([F:11])([F:9])[F:10])=[N:7][C:2]([NH2:1])=[N:3][CH:4]=1.